From a dataset of Full USPTO retrosynthesis dataset with 1.9M reactions from patents (1976-2016). Predict the reactants needed to synthesize the given product. (1) Given the product [NH2:8][C:9]1[N:17]=[C:16]([O:18][CH2:19][CH2:20][CH2:21][CH3:22])[N:15]=[C:14]2[C:10]=1[NH:11][C:12](=[O:55])[N:13]2[CH2:23][CH2:24][CH2:25][N:26]([CH2:43][C:44]1[CH:49]=[CH:48][CH:47]=[C:46]([CH2:50][C:51]([O:53][CH3:54])=[O:52])[CH:45]=1)[CH:27]1[CH2:28][CH2:29][N:30]([CH2:33][CH2:34][CH2:35][C:36]([OH:38])=[O:37])[CH2:31][CH2:32]1, predict the reactants needed to synthesize it. The reactants are: C(O)(C(F)(F)F)=O.[NH2:8][C:9]1[N:17]=[C:16]([O:18][CH2:19][CH2:20][CH2:21][CH3:22])[N:15]=[C:14]2[C:10]=1[NH:11][C:12](=[O:55])[N:13]2[CH2:23][CH2:24][CH2:25][N:26]([CH2:43][C:44]1[CH:49]=[CH:48][CH:47]=[C:46]([CH2:50][C:51]([O:53][CH3:54])=[O:52])[CH:45]=1)[CH:27]1[CH2:32][CH2:31][N:30]([CH2:33][CH2:34][CH2:35][C:36]([O:38]C(C)(C)C)=[O:37])[CH2:29][CH2:28]1. (2) The reactants are: [NH2:1][C:2]1[N:10]=[C:9]([F:11])[N:8]=[C:7]2[C:3]=1[N:4]=[C:5]([CH2:20][C:21]1[C:29]([I:30])=[CH:28][C:24]3[O:25][CH2:26][O:27][C:23]=3[CH:22]=1)[N:6]2[CH2:12][CH2:13][CH2:14][CH2:15][CH2:16][CH2:17][CH2:18][OH:19].[S:31](Cl)(=[O:34])(=[O:33])[NH2:32].C([O-])([O-])=O.[Ca+2]. Given the product [NH2:1][C:2]1[N:10]=[C:9]([F:11])[N:8]=[C:7]2[C:3]=1[N:4]=[C:5]([CH2:20][C:21]1[C:29]([I:30])=[CH:28][C:24]3[O:25][CH2:26][O:27][C:23]=3[CH:22]=1)[N:6]2[CH2:12][CH2:13][CH2:14][CH2:15][CH2:16][CH2:17][CH2:18][O:19][S:31](=[O:34])(=[O:33])[NH2:32], predict the reactants needed to synthesize it. (3) Given the product [CH:11]([N:9]([C:1](=[O:8])[C:2]1[CH:7]=[CH:6][CH:5]=[N:4][CH:3]=1)[NH2:10])=[O:12], predict the reactants needed to synthesize it. The reactants are: [C:1]([NH:9][NH2:10])(=[O:8])[C:2]1[CH:7]=[CH:6][CH:5]=[N:4][CH:3]=1.[CH:11](O)=[O:12]. (4) Given the product [NH:35]1[C:36]2[C:41](=[CH:40][CH:39]=[CH:38][CH:37]=2)[C:33]([CH2:32][CH2:31][CH2:30][N:9]2[CH2:10][CH2:11][C:6]3([N:5]([C:12]4[CH:13]=[CH:14][CH:15]=[CH:16][CH:17]=4)[CH2:4][N:3]([CH2:18][C:19]4[CH:20]=[C:21]([CH:26]=[CH:27][CH:28]=4)[C:22]([O:24][CH3:25])=[O:23])[C:2]3=[O:1])[CH2:7][CH2:8]2)=[CH:34]1, predict the reactants needed to synthesize it. The reactants are: [O:1]=[C:2]1[C:6]2([CH2:11][CH2:10][NH:9][CH2:8][CH2:7]2)[N:5]([C:12]2[CH:17]=[CH:16][CH:15]=[CH:14][CH:13]=2)[CH2:4][N:3]1[CH2:18][C:19]1[CH:20]=[C:21]([CH:26]=[CH:27][CH:28]=1)[C:22]([O:24][CH3:25])=[O:23].I[CH2:30][CH2:31][CH2:32][C:33]1[C:41]2[C:36](=[CH:37][CH:38]=[CH:39][CH:40]=2)[NH:35][CH:34]=1.C(=O)([O-])[O-].[K+].[K+].C(OCC)(=O)C. (5) Given the product [O:18]1[C:22]2[CH:23]=[CH:24][C:25]([CH2:27][N:28]3[CH2:33][CH2:32][CH:31]([NH:34][C:2]4[C:11]5[C:6](=[CH:7][CH:8]=[C:9]([O:12][C:13]([F:16])([F:15])[F:14])[CH:10]=5)[O:5][C:4](=[O:17])[CH:3]=4)[CH2:30][CH2:29]3)=[CH:26][C:21]=2[O:20][CH2:19]1, predict the reactants needed to synthesize it. The reactants are: Cl[C:2]1[C:11]2[C:6](=[CH:7][CH:8]=[C:9]([O:12][C:13]([F:16])([F:15])[F:14])[CH:10]=2)[O:5][C:4](=[O:17])[CH:3]=1.[O:18]1[C:22]2[CH:23]=[CH:24][C:25]([CH2:27][N:28]3[CH2:33][CH2:32][CH:31]([NH2:34])[CH2:30][CH2:29]3)=[CH:26][C:21]=2[O:20][CH2:19]1.C(N(CC)CC)C.